This data is from Forward reaction prediction with 1.9M reactions from USPTO patents (1976-2016). The task is: Predict the product of the given reaction. (1) Given the reactants Br[C:2]1[CH:7]=[CH:6][C:5]([C:8]([N:10]2[CH2:15][CH2:14][N:13]([C:16]3[C:21]([CH3:22])=[CH:20][C:19]([CH3:23])=[CH:18][N:17]=3)[CH2:12][CH2:11]2)=[O:9])=[C:4]([S:24]([CH3:27])(=[O:26])=[O:25])[CH:3]=1.[C:28]([N:31]1[CH2:35][CH2:34][NH:33][C:32]1=[O:36])(=[O:30])[CH3:29], predict the reaction product. The product is: [C:28]([N:31]1[CH2:35][CH2:34][N:33]([C:2]2[CH:7]=[CH:6][C:5]([C:8]([N:10]3[CH2:15][CH2:14][N:13]([C:16]4[C:21]([CH3:22])=[CH:20][C:19]([CH3:23])=[CH:18][N:17]=4)[CH2:12][CH2:11]3)=[O:9])=[C:4]([S:24]([CH3:27])(=[O:26])=[O:25])[CH:3]=2)[C:32]1=[O:36])(=[O:30])[CH3:29]. (2) The product is: [Cl:59][C:60]1[CH:65]=[CH:64][C:63]([N:14]([CH2:15][C:16]2[N:17]=[C:18]([CH3:21])[S:19][CH:20]=2)[CH:11]2[CH2:10][CH2:9][N:8]([C:2]3([CH3:1])[CH2:3][CH2:4][N:5]([C:25]([C:24]4[C:23]([CH3:22])=[N:31][CH:30]=[CH:29][C:28]=4[CH3:32])=[O:27])[CH2:6][CH2:7]3)[CH2:13][CH2:12]2)=[CH:62][CH:61]=1. Given the reactants [CH3:1][C:2]1([N:8]2[CH2:13][CH2:12][CH:11]([NH:14][CH2:15][C:16]3[N:17]=[C:18]([CH3:21])[S:19][CH:20]=3)[CH2:10][CH2:9]2)[CH2:7][CH2:6][NH:5][CH2:4][CH2:3]1.[CH3:22][C:23]1[N:31]=[CH:30][CH:29]=[C:28]([CH3:32])[C:24]=1[C:25]([OH:27])=O.CC1(N2CCC(N(C3C=CC=CC=3)C3C=NC=CC=3)CC2)CCNCC1.[Cl:59][C:60]1[CH:65]=[CH:64][C:63](N)=[CH:62][CH:61]=1.C(OC(N1CCC(=O)CC1)=O)(C)(C)C.ClCC1N=C(C)SC=1, predict the reaction product. (3) Given the reactants [OH:1][C:2]1[CH:3]=[CH:4][C:5]([CH3:11])=[C:6]([CH:10]=1)[C:7]([OH:9])=[O:8].CO.[CH3:14][Si](C=[N+]=[N-])(C)C.C(OCC)C, predict the reaction product. The product is: [OH:1][C:2]1[CH:3]=[CH:4][C:5]([CH3:11])=[C:6]([CH:10]=1)[C:7]([O:9][CH3:14])=[O:8]. (4) Given the reactants [Br:1][C:2]1[C:10]2[S:9][C:8](SC)=[N:7][C:6]=2[CH:5]=[CH:4][C:3]=1[NH2:13].C1C[O:17]CC1.C[O-].[Na+], predict the reaction product. The product is: [NH2:13][C:3]1[CH:4]=[CH:5][C:6]2[NH:7][C:8](=[O:17])[S:9][C:10]=2[C:2]=1[Br:1]. (5) Given the reactants [CH3:1][C:2](=[CH2:17])[CH2:3][O:4][CH2:5][C:6]1[CH:11]=[CH:10][C:9]([O:12][C:13]([F:16])([F:15])[F:14])=[CH:8][CH:7]=1.ClC1C=CC=C(C(OO)=[O:26])C=1, predict the reaction product. The product is: [CH3:17][C:2]1([CH2:3][O:4][CH2:5][C:6]2[CH:11]=[CH:10][C:9]([O:12][C:13]([F:14])([F:15])[F:16])=[CH:8][CH:7]=2)[CH2:1][O:26]1. (6) Given the reactants [Cl:1][C:2]1[CH:3]=[C:4]([CH:22]=[CH:23][N:24]=1)[C:5]([NH:7][C:8]1[CH:13]=[C:12]([F:14])[C:11]([F:15])=[CH:10][C:9]=1[CH:16]1[CH2:21][CH2:20][NH:19][CH2:18][CH2:17]1)=[O:6].Cl[CH2:26][C:27]1[CH:32]=[CH:31][C:30]([C:33]2[CH:38]=[CH:37][C:36]([F:39])=[CH:35][CH:34]=2)=[CH:29][CH:28]=1.C(=O)([O-])[O-].[K+].[K+], predict the reaction product. The product is: [Cl:1][C:2]1[CH:3]=[C:4]([CH:22]=[CH:23][N:24]=1)[C:5]([NH:7][C:8]1[CH:13]=[C:12]([F:14])[C:11]([F:15])=[CH:10][C:9]=1[CH:16]1[CH2:17][CH2:18][N:19]([CH2:26][C:27]2[CH:28]=[CH:29][C:30]([C:33]3[CH:38]=[CH:37][C:36]([F:39])=[CH:35][CH:34]=3)=[CH:31][CH:32]=2)[CH2:20][CH2:21]1)=[O:6]. (7) Given the reactants C(OC([NH:11][C@@H:12]1[C:15](=[O:16])[NH:14][C@@H:13]1[CH2:17][N:18]1[N:22]=[C:21]2[CH2:23][N:24]([C:26]([O:28][C:29]([CH3:32])([CH3:31])[CH3:30])=[O:27])[CH2:25][C:20]2=[N:19]1)=O)C1C=CC=CC=1, predict the reaction product. The product is: [NH2:11][C@@H:12]1[C:15](=[O:16])[NH:14][C@@H:13]1[CH2:17][N:18]1[N:22]=[C:21]2[CH2:23][N:24]([C:26]([O:28][C:29]([CH3:32])([CH3:31])[CH3:30])=[O:27])[CH2:25][C:20]2=[N:19]1.